From a dataset of hERG Central: cardiac toxicity at 1µM, 10µM, and general inhibition. Predict hERG channel inhibition at various concentrations. (1) The drug is CCC(=O)N1CCN(c2ccccc2NC(=O)Cc2ccc(Cl)cc2)CC1. Results: hERG_inhib (hERG inhibition (general)): blocker. (2) The compound is O=C(NCCc1ccc(F)cc1)C(=O)NCC1CCCN1S(=O)(=O)c1ccccc1. Results: hERG_inhib (hERG inhibition (general)): blocker. (3) The molecule is CCOC(=O)C1CCCN(C(=O)c2sc3nc(-c4ccc(OC)cc4)cn3c2C)C1. Results: hERG_inhib (hERG inhibition (general)): blocker.